This data is from NCI-60 drug combinations with 297,098 pairs across 59 cell lines. The task is: Regression. Given two drug SMILES strings and cell line genomic features, predict the synergy score measuring deviation from expected non-interaction effect. (1) Drug 1: CC1=C2C(C(=O)C3(C(CC4C(C3C(C(C2(C)C)(CC1OC(=O)C(C(C5=CC=CC=C5)NC(=O)OC(C)(C)C)O)O)OC(=O)C6=CC=CC=C6)(CO4)OC(=O)C)O)C)O. Drug 2: N.N.Cl[Pt+2]Cl. Cell line: M14. Synergy scores: CSS=37.2, Synergy_ZIP=-2.41, Synergy_Bliss=-1.20, Synergy_Loewe=-2.55, Synergy_HSA=-2.79. (2) Drug 2: CCC1=C2CN3C(=CC4=C(C3=O)COC(=O)C4(CC)O)C2=NC5=C1C=C(C=C5)O. Synergy scores: CSS=23.2, Synergy_ZIP=-6.84, Synergy_Bliss=-0.852, Synergy_Loewe=-5.26, Synergy_HSA=-0.269. Drug 1: C1=CN(C(=O)N=C1N)C2C(C(C(O2)CO)O)O.Cl. Cell line: SK-MEL-28. (3) Drug 1: C1=C(C(=O)NC(=O)N1)N(CCCl)CCCl. Drug 2: CC1CCCC2(C(O2)CC(NC(=O)CC(C(C(=O)C(C1O)C)(C)C)O)C(=CC3=CSC(=N3)C)C)C. Cell line: SF-295. Synergy scores: CSS=55.7, Synergy_ZIP=3.90, Synergy_Bliss=4.35, Synergy_Loewe=7.10, Synergy_HSA=6.25. (4) Drug 1: CCN(CC)CCNC(=O)C1=C(NC(=C1C)C=C2C3=C(C=CC(=C3)F)NC2=O)C. Drug 2: CN(CC1=CN=C2C(=N1)C(=NC(=N2)N)N)C3=CC=C(C=C3)C(=O)NC(CCC(=O)O)C(=O)O. Cell line: SF-268. Synergy scores: CSS=42.5, Synergy_ZIP=4.09, Synergy_Bliss=4.27, Synergy_Loewe=-19.6, Synergy_HSA=3.78. (5) Drug 1: CCC1(CC2CC(C3=C(CCN(C2)C1)C4=CC=CC=C4N3)(C5=C(C=C6C(=C5)C78CCN9C7C(C=CC9)(C(C(C8N6C=O)(C(=O)OC)O)OC(=O)C)CC)OC)C(=O)OC)O.OS(=O)(=O)O. Drug 2: C1=NNC2=C1C(=O)NC=N2. Cell line: NCIH23. Synergy scores: CSS=-0.878, Synergy_ZIP=-1.28, Synergy_Bliss=-4.35, Synergy_Loewe=-3.06, Synergy_HSA=-3.61. (6) Synergy scores: CSS=70.4, Synergy_ZIP=2.64, Synergy_Bliss=2.72, Synergy_Loewe=0.297, Synergy_HSA=5.15. Cell line: CCRF-CEM. Drug 2: CN(CC1=CN=C2C(=N1)C(=NC(=N2)N)N)C3=CC=C(C=C3)C(=O)NC(CCC(=O)O)C(=O)O. Drug 1: C1=C(C(=O)NC(=O)N1)N(CCCl)CCCl. (7) Drug 1: CS(=O)(=O)C1=CC(=C(C=C1)C(=O)NC2=CC(=C(C=C2)Cl)C3=CC=CC=N3)Cl. Drug 2: C1=NC2=C(N1)C(=S)N=CN2. Cell line: PC-3. Synergy scores: CSS=4.23, Synergy_ZIP=-5.51, Synergy_Bliss=-10.5, Synergy_Loewe=-52.4, Synergy_HSA=-11.2. (8) Drug 1: C1CCC(CC1)NC(=O)N(CCCl)N=O. Drug 2: CCCS(=O)(=O)NC1=C(C(=C(C=C1)F)C(=O)C2=CNC3=C2C=C(C=N3)C4=CC=C(C=C4)Cl)F. Cell line: U251. Synergy scores: CSS=30.9, Synergy_ZIP=-8.73, Synergy_Bliss=0.657, Synergy_Loewe=0.405, Synergy_HSA=1.29. (9) Drug 1: CC(C)NC(=O)C1=CC=C(C=C1)CNNC.Cl. Drug 2: COCCOC1=C(C=C2C(=C1)C(=NC=N2)NC3=CC=CC(=C3)C#C)OCCOC.Cl. Cell line: LOX IMVI. Synergy scores: CSS=-1.23, Synergy_ZIP=-3.80, Synergy_Bliss=-10.6, Synergy_Loewe=-7.72, Synergy_HSA=-8.42. (10) Synergy scores: CSS=62.0, Synergy_ZIP=4.13, Synergy_Bliss=3.99, Synergy_Loewe=-11.2, Synergy_HSA=5.04. Cell line: RPMI-8226. Drug 2: CCC1=CC2CC(C3=C(CN(C2)C1)C4=CC=CC=C4N3)(C5=C(C=C6C(=C5)C78CCN9C7C(C=CC9)(C(C(C8N6C)(C(=O)OC)O)OC(=O)C)CC)OC)C(=O)OC.C(C(C(=O)O)O)(C(=O)O)O. Drug 1: COC1=C(C=C2C(=C1)N=CN=C2NC3=CC(=C(C=C3)F)Cl)OCCCN4CCOCC4.